Dataset: Full USPTO retrosynthesis dataset with 1.9M reactions from patents (1976-2016). Task: Predict the reactants needed to synthesize the given product. (1) Given the product [CH3:22][O:21][CH2:20][CH2:19][N:7]1[C:2]([CH3:15])([CH3:1])[CH2:3][C:4]2[O:11][CH:10]=[C:9]([C:12]([OH:14])=[O:13])[C:5]=2[C:6]1=[O:8], predict the reactants needed to synthesize it. The reactants are: [CH3:1][C:2]1([CH3:15])[NH:7][C:6](=[O:8])[C:5]2[C:9]([C:12]([OH:14])=[O:13])=[CH:10][O:11][C:4]=2[CH2:3]1.[H-].[Na+].Br[CH2:19][CH2:20][O:21][CH3:22].Cl. (2) Given the product [F:8][C:9]1[CH:10]=[CH:11][C:12]([C@@H:15]([NH:17][C:18]2[C:23]([CH3:24])=[CH:22][N:21]=[C:20]([NH:25][C:26]3[C:27](=[O:32])[NH:28][CH:29]=[CH:30][CH:31]=3)[N:19]=2)[CH3:16])=[N:13][CH:14]=1, predict the reactants needed to synthesize it. The reactants are: C[Si](Cl)(C)C.[I-].[Na+].[F:8][C:9]1[CH:10]=[CH:11][C:12]([C@@H:15]([NH:17][C:18]2[C:23]([CH3:24])=[CH:22][N:21]=[C:20]([NH:25][C:26]3[C:27]([O:32]C)=[N:28][CH:29]=[CH:30][CH:31]=3)[N:19]=2)[CH3:16])=[N:13][CH:14]=1. (3) Given the product [Br:11][C:9]1[CH:10]=[C:5]2[C:6]([CH2:12][NH:1][C:4]2=[O:3])=[CH:7][CH:8]=1, predict the reactants needed to synthesize it. The reactants are: [NH3:1].C[O:3][C:4](=O)[C:5]1[CH:10]=[C:9]([Br:11])[CH:8]=[CH:7][C:6]=1[CH2:12]Br.